Task: Predict the product of the given reaction.. Dataset: Forward reaction prediction with 1.9M reactions from USPTO patents (1976-2016) (1) Given the reactants [Br:1][CH:2]1[C:10]2[CH:9]([N+:11]([O-:13])=[O:12])[CH2:8][CH2:7][CH2:6][C:5]=2[C:4](=[O:14])[O:3]1.[C:15]1([P:21]([C:28]2[CH:33]=[CH:32][CH:31]=[CH:30][CH:29]=2)[C:22]2[CH:27]=[CH:26][CH:25]=[CH:24][CH:23]=2)[CH:20]=[CH:19][CH:18]=[CH:17][CH:16]=1, predict the reaction product. The product is: [Br-:1].[N+:11]([CH:9]1[C:10]2[CH:2]([P+:21]([C:22]3[CH:23]=[CH:24][CH:25]=[CH:26][CH:27]=3)([C:28]3[CH:33]=[CH:32][CH:31]=[CH:30][CH:29]=3)[C:15]3[CH:16]=[CH:17][CH:18]=[CH:19][CH:20]=3)[O:3][C:4](=[O:14])[C:5]=2[CH2:6][CH2:7][CH2:8]1)([O-:13])=[O:12]. (2) Given the reactants [CH:1]1([CH:4]([NH:7][C:8]2[C:13]([N+:14]([O-])=O)=[C:12]([C:17]3[CH:22]=[C:21](F)[C:20]([O:24][CH3:25])=[CH:19][C:18]=3[CH3:26])[CH:11]=[CH:10][N:9]=2)[CH2:5][CH3:6])[CH2:3][CH2:2]1.[Cl:27][Sn]Cl, predict the reaction product. The product is: [Cl:27][C:21]1[C:20]([O:24][CH3:25])=[CH:19][C:18]([CH3:26])=[C:17]([C:12]2[CH:11]=[CH:10][N:9]=[C:8]([NH:7][CH:4]([CH:1]3[CH2:3][CH2:2]3)[CH2:5][CH3:6])[C:13]=2[NH2:14])[CH:22]=1. (3) Given the reactants Br[CH2:2][CH2:3][CH2:4][CH2:5][N:6]1[C:10]2[CH:11]=[CH:12][CH:13]=[CH:14][C:9]=2[N:8]=[C:7]1[C:15]1[CH:20]=[CH:19][CH:18]=[CH:17][CH:16]=1.[Cl:21][C:22]1[C:30]([Cl:31])=[C:29]2[C:25]([CH2:26][C:27]([CH:34]3[CH2:38][CH2:37][CH2:36][CH2:35]3)([CH3:33])[C:28]2=[O:32])=[CH:24][C:23]=1[OH:39].C(=O)([O-])[O-].[K+].[K+], predict the reaction product. The product is: [Cl:21][C:22]1[C:30]([Cl:31])=[C:29]2[C:25]([CH2:26][C:27]([CH:34]3[CH2:38][CH2:37][CH2:36][CH2:35]3)([CH3:33])[C:28]2=[O:32])=[CH:24][C:23]=1[O:39][CH2:2][CH2:3][CH2:4][CH2:5][N:6]1[C:10]2[CH:11]=[CH:12][CH:13]=[CH:14][C:9]=2[N:8]=[C:7]1[C:15]1[CH:20]=[CH:19][CH:18]=[CH:17][CH:16]=1. (4) The product is: [CH3:16][C:17]1[N:9]=[C:1]([C:2]2[CH:7]=[CH:6][N:5]=[CH:4][CH:3]=2)[S:8][C:11]=1[C:10]([O:13][CH2:14][CH3:15])=[O:12]. Given the reactants [C:1]([NH2:9])(=[S:8])[C:2]1[CH:7]=[CH:6][N:5]=[CH:4][CH:3]=1.[C:10]([O:13][CH2:14][CH3:15])(=[O:12])[CH3:11].[CH2:16](O)[CH3:17], predict the reaction product. (5) Given the reactants [CH3:1][N:2]1[C:6]2[C:7](=[O:13])[CH2:8][C:9]([CH3:12])([CH3:11])[CH2:10][C:5]=2[N:4](CC2C=C(OC)C(OC)=C(OC)C=2)[C:3]1=[O:27].S(O)(C(F)(F)F)(=O)=O, predict the reaction product. The product is: [CH3:1][N:2]1[C:6]2[C:7](=[O:13])[CH2:8][C:9]([CH3:12])([CH3:11])[CH2:10][C:5]=2[NH:4][C:3]1=[O:27].